Dataset: Full USPTO retrosynthesis dataset with 1.9M reactions from patents (1976-2016). Task: Predict the reactants needed to synthesize the given product. (1) The reactants are: Cl.[NH2:2][C:3]1[CH:32]=[CH:31][C:6]2[NH:7][C:8]([C:13]3[C:14](=[O:30])[C:15]([CH3:29])([CH2:24][CH2:25][CH:26]([CH3:28])[CH3:27])[C:16]4[C:21]([C:22]=3[OH:23])=[CH:20][CH:19]=[CH:18][CH:17]=4)=[N:9][S:10](=[O:12])(=[O:11])[C:5]=2[CH:4]=1.[C:33]([NH:38][S:39](Cl)(=[O:41])=[O:40])(=[O:37])[CH2:34][CH2:35][CH3:36].C(N(CC)CC)C. Given the product [OH:23][C:22]1[C:21]2[C:16](=[CH:17][CH:18]=[CH:19][CH:20]=2)[C:15]([CH3:29])([CH2:24][CH2:25][CH:26]([CH3:28])[CH3:27])[C:14](=[O:30])[C:13]=1[C:8]1[NH:7][C:6]2[CH:31]=[CH:32][C:3]([NH:2][S:39]([NH:38][C:33](=[O:37])[CH2:34][CH2:35][CH3:36])(=[O:41])=[O:40])=[CH:4][C:5]=2[S:10](=[O:12])(=[O:11])[N:9]=1, predict the reactants needed to synthesize it. (2) Given the product [CH3:1][O:2][C:3]([C@H:5]1[CH2:21][CH2:20][CH2:19][CH2:18][C@H:17]([NH:22][C:23]([O:25][C:26]([CH3:29])([CH3:28])[CH3:27])=[O:24])[C:16]2=[N:30][C:13](=[C:14]([C:52]#[N:53])[N:15]2[CH2:31][O:32][CH2:33][CH2:34][Si:35]([CH3:38])([CH3:37])[CH3:36])[C:12]2[C:7](=[CH:8][C:9]([NH:40][C:41]([O:43][CH3:44])=[O:42])=[CH:10][CH:11]=2)[N:6]1[C:45](=[O:50])[C:46]([F:49])([F:48])[F:47])=[O:4], predict the reactants needed to synthesize it. The reactants are: [CH3:1][O:2][C:3]([C@H:5]1[CH2:21][CH2:20][CH2:19][CH2:18][C@H:17]([NH:22][C:23]([O:25][C:26]([CH3:29])([CH3:28])[CH3:27])=[O:24])[C:16]2=[N:30][C:13](=[C:14](Br)[N:15]2[CH2:31][O:32][CH2:33][CH2:34][Si:35]([CH3:38])([CH3:37])[CH3:36])[C:12]2[C:7](=[CH:8][C:9]([NH:40][C:41]([O:43][CH3:44])=[O:42])=[CH:10][CH:11]=2)[N:6]1[C:45](=[O:50])[C:46]([F:49])([F:48])[F:47])=[O:4].[Br-].[CH3:52][N:53](C=O)C. (3) Given the product [Cl:1][C:2]1[CH:10]=[CH:9][C:8]([O:11][CH2:12][C:13]2[CH:18]=[CH:17][CH:16]=[CH:15][CH:14]=2)=[C:7]2[C:3]=1[CH2:4][N:5]([C:20]1[CH:21]=[CH:22][C:23]([CH2:26][C:27]([OH:29])=[O:28])=[CH:24][CH:25]=1)[C:6]2=[O:19], predict the reactants needed to synthesize it. The reactants are: [Cl:1][C:2]1[CH:10]=[CH:9][C:8]([O:11][CH2:12][C:13]2[CH:18]=[CH:17][CH:16]=[CH:15][CH:14]=2)=[C:7]2[C:3]=1[CH2:4][N:5]([C:20]1[CH:25]=[CH:24][C:23]([CH2:26][C:27]([O:29]CC)=[O:28])=[CH:22][CH:21]=1)[C:6]2=[O:19].[OH-].[Na+]. (4) Given the product [O:1]1[C:5]2[CH:6]=[CH:7][CH:8]=[CH:9][C:4]=2[C:3]([N:10]2[CH2:15][CH2:14][N:13]([CH2:16][CH2:17][CH2:18][C:20]3[CH:21]=[C:22]4[C:26](=[CH:27][CH:28]=3)[C:25]([CH3:29])([CH3:30])[C:24](=[O:31])[C:23]4([CH3:33])[CH3:32])[CH2:12][CH2:11]2)=[N:2]1, predict the reactants needed to synthesize it. The reactants are: [O:1]1[C:5]2[CH:6]=[CH:7][CH:8]=[CH:9][C:4]=2[C:3]([N:10]2[CH2:15][CH2:14][N:13]([CH2:16][CH2:17][CH:18]([C:20]3[CH:21]=[C:22]4[C:26](=[CH:27][CH:28]=3)[C:25]([CH3:30])([CH3:29])[C:24](=[O:31])[C:23]4([CH3:33])[CH3:32])Cl)[CH2:12][CH2:11]2)=[N:2]1.C([SnH](CCCC)CCCC)CCC.CC(N=NC(C#N)(C)C)(C#N)C.